Dataset: Reaction yield outcomes from USPTO patents with 853,638 reactions. Task: Predict the reaction yield, written as a fraction of the theoretical maximum amount of product (1.0 means a 100% yield; for example, 0.34 means a 34% yield). (1) The yield is 0.300. The reactants are [C:1]([O:5][C:6]([N:8]1[CH2:13][CH2:12][CH:11]([C:14]2[NH:15][CH:16]=[C:17]([C:19]3[CH:24]=[CH:23][C:22]([F:25])=[C:21]([C:26]([F:29])([F:28])[F:27])[CH:20]=3)[N:18]=2)[CH2:10][CH2:9]1)=[O:7])([CH3:4])([CH3:3])[CH3:2].[H-].[Na+].CI.O1CCC[CH2:35]1. The catalyst is C(OCC)C. The product is [C:1]([O:5][C:6]([N:8]1[CH2:13][CH2:12][CH:11]([C:14]2[N:15]([CH3:35])[CH:16]=[C:17]([C:19]3[CH:24]=[CH:23][C:22]([F:25])=[C:21]([C:26]([F:27])([F:28])[F:29])[CH:20]=3)[N:18]=2)[CH2:10][CH2:9]1)=[O:7])([CH3:4])([CH3:2])[CH3:3]. (2) The reactants are [C:1]1([CH2:7][N:8]2[CH2:13][CH2:12][CH:11]([OH:14])[CH2:10][CH2:9]2)[CH:6]=[CH:5][CH:4]=[CH:3][CH:2]=1.[CH3:15][CH2:16][CH2:17][CH2:18][N:19]=[C:20]=[O:21].O. The catalyst is O1CCOCC1. The product is [CH2:18]([NH:19][C:20](=[O:21])[O:14][CH:11]1[CH2:12][CH2:13][N:8]([CH2:7][C:1]2[CH:2]=[CH:3][CH:4]=[CH:5][CH:6]=2)[CH2:9][CH2:10]1)[CH2:17][CH2:16][CH3:15]. The yield is 0.920.